Dataset: Reaction yield outcomes from USPTO patents with 853,638 reactions. Task: Predict the reaction yield, written as a fraction of the theoretical maximum amount of product (1.0 means a 100% yield; for example, 0.34 means a 34% yield). (1) The reactants are Cl[CH2:2][C:3]1[CH:8]=[CH:7][CH:6]=[CH:5][C:4]=1[CH2:9][C:10]([OH:12])=[O:11].[NH:13]1[CH2:18][CH2:17][O:16][CH2:15][CH2:14]1. The catalyst is C1COCC1.C(OCC)(=O)C. The product is [O:16]1[CH2:17][CH2:18][N:13]([CH2:2][C:3]2[CH:8]=[CH:7][CH:6]=[CH:5][C:4]=2[CH2:9][C:10]([OH:12])=[O:11])[CH2:14][CH2:15]1. The yield is 0.870. (2) The reactants are C([O:8][N:9]1[C:15](=[O:16])[N:14]2[CH2:17][C@H:10]1[CH2:11][CH2:12][C@H:13]2[C:18]([NH:20][O:21][CH2:22][CH2:23][NH:24][C:25](=[O:31])[O:26][C:27]([CH3:30])([CH3:29])[CH3:28])=[O:19])C1C=CC=CC=1. The catalyst is CO.[Pd]. The product is [OH:8][N:9]1[C:15](=[O:16])[N:14]2[CH2:17][C@H:10]1[CH2:11][CH2:12][C@H:13]2[C:18]([NH:20][O:21][CH2:22][CH2:23][NH:24][C:25](=[O:31])[O:26][C:27]([CH3:29])([CH3:28])[CH3:30])=[O:19]. The yield is 1.00. (3) The reactants are [CH3:1][S:2]([C:5]1[CH:14]=[C:13]2[C:8]([CH:9]=[CH:10][C:11](C(O)=O)=[CH:12]2)=[CH:7][CH:6]=1)(=[O:4])=[O:3].CC[N:20]([CH2:23]C)CC.C1C=CC(P(N=[N+]=[N-])(C2C=CC=CC=2)=[O:32])=CC=1.[CH3:42][C:43]([OH:46])([CH3:45])[CH3:44]. No catalyst specified. The product is [CH3:1][S:2]([C:5]1[CH:14]=[C:13]2[C:8]([CH:9]=[CH:10][C:11]([NH:20][C:23](=[O:32])[O:46][C:43]([CH3:45])([CH3:44])[CH3:42])=[CH:12]2)=[CH:7][CH:6]=1)(=[O:3])=[O:4]. The yield is 0.790. (4) The reactants are [O:1]1[C:5]2[CH:6]=[CH:7][C:8]([C:10]3([C:13]([NH:15][C:16]4[CH:17]=[C:18]5[C:22](=[C:23]([C:25]#[N:26])[CH:24]=4)[NH:21][C:20]([C:27]([CH3:30])([CH3:29])[CH3:28])=[CH:19]5)=[O:14])[CH2:12][CH2:11]3)=[CH:9][C:4]=2[O:3][CH2:2]1.[H][H]. The catalyst is C(OCC)(=O)C.[Pd]. The product is [NH2:26][CH2:25][C:23]1[CH:24]=[C:16]([NH:15][C:13]([C:10]2([C:8]3[CH:7]=[CH:6][C:5]4[O:1][CH2:2][O:3][C:4]=4[CH:9]=3)[CH2:11][CH2:12]2)=[O:14])[CH:17]=[C:18]2[C:22]=1[NH:21][C:20]([C:27]([CH3:30])([CH3:29])[CH3:28])=[CH:19]2. The yield is 0.320. (5) The product is [F:1][C:2]1[CH:9]=[CH:8][C:5]([C:6](=[S:25])[NH2:7])=[C:4]([CH2:10][O:11][CH2:12][CH2:13][O:14][CH3:15])[CH:3]=1. The yield is 0.810. The reactants are [F:1][C:2]1[CH:9]=[CH:8][C:5]([C:6]#[N:7])=[C:4]([CH2:10][O:11][CH2:12][CH2:13][O:14][CH3:15])[CH:3]=1.O.O.O.O.O.O.[Cl-].[Mg+2].[Cl-].[S:25](S([O-])=O)([O-])=O.[Na+].[Na+]. The catalyst is CN(C=O)C. (6) The reactants are [OH:1][C:2]1[CH:7]=[C:6]([CH3:8])[C:5]([CH3:9])=[CH:4][C:3]=1[C:10](=[O:19])/[CH:11]=[CH:12]/[C:13]1[CH:18]=[CH:17][CH:16]=[CH:15][N:14]=1. The catalyst is CCOC(C)=O.[Pd]. The product is [OH:1][C:2]1[CH:7]=[C:6]([CH3:8])[C:5]([CH3:9])=[CH:4][C:3]=1[C:10](=[O:19])[CH2:11][CH2:12][C:13]1[CH:18]=[CH:17][CH:16]=[CH:15][N:14]=1. The yield is 0.477.